This data is from Retrosynthesis with 50K atom-mapped reactions and 10 reaction types from USPTO. The task is: Predict the reactants needed to synthesize the given product. (1) Given the product COCCN(C1CCS(=O)(=O)C1)S(=O)(=O)c1ccc(Nc2nccc(Nc3ccc(F)cc3)n2)cc1, predict the reactants needed to synthesize it. The reactants are: COCCNC1CCS(=O)(=O)C1.O=S(=O)(Cl)c1ccc(Nc2nccc(Nc3ccc(F)cc3)n2)cc1. (2) Given the product CN1Cc2c(C(N)=O)ncn2-c2cccc(Br)c2C1=O, predict the reactants needed to synthesize it. The reactants are: CN(C)C=O.CN1Cc2c(C(=O)O)ncn2-c2cccc(Br)c2C1=O. (3) Given the product CCc1nn(-c2c(Cl)cc(C(F)(F)F)cc2Cl)c(CC)c1C(=O)OC, predict the reactants needed to synthesize it. The reactants are: CCC(=O)C(C(=O)CC)C(=O)OC.NNc1c(Cl)cc(C(F)(F)F)cc1Cl.